Task: Predict the reaction yield, written as a fraction of the theoretical maximum amount of product (1.0 means a 100% yield; for example, 0.34 means a 34% yield).. Dataset: Reaction yield outcomes from USPTO patents with 853,638 reactions (1) The reactants are CS([O:5][CH2:6][C:7]([S:10][C:11]1[N:19]([CH2:20][C:21]2[CH:26]=[CH:25][CH:24]=[C:23]([Br:27])[CH:22]=2)[C:18]2[C:17](=[O:28])[N:16]([CH3:29])[C:15](=[O:30])[N:14]([CH3:31])[C:13]=2[N:12]=1)([CH3:9])[CH3:8])(=O)=O.[Na].[CH2:33](O)[CH3:34]. No catalyst specified. The product is [Br:27][C:23]1[CH:22]=[C:21]([CH:26]=[CH:25][CH:24]=1)[CH2:20][N:19]1[C:18]2[C:17](=[O:28])[N:16]([CH3:29])[C:15](=[O:30])[N:14]([CH3:31])[C:13]=2[N:12]=[C:11]1[S:10][C:7]([CH3:9])([CH3:8])[CH2:6][O:5][CH2:33][CH3:34]. The yield is 0.432. (2) The reactants are [C:1]([CH2:3][C:4]1([N:21]2[CH:25]=[C:24]([C:26]3[C:27]4[CH:34]=[CH:33][N:32]([CH2:35][O:36][CH2:37][CH2:38][Si:39]([CH3:42])([CH3:41])[CH3:40])[C:28]=4[N:29]=[CH:30][N:31]=3)[CH:23]=[N:22]2)[CH2:7][N:6]([CH:8]2[CH2:13][CH2:12][N:11](C(OC(C)(C)C)=O)[CH2:10][CH2:9]2)[CH2:5]1)#[N:2].[ClH:43]. The catalyst is C1COCC1.O1CCOCC1. The product is [ClH:43].[ClH:43].[ClH:43].[NH:11]1[CH2:12][CH2:13][CH:8]([N:6]2[CH2:5][C:4]([CH2:3][C:1]#[N:2])([N:21]3[CH:25]=[C:24]([C:26]4[C:27]5[CH:34]=[CH:33][N:32]([CH2:35][O:36][CH2:37][CH2:38][Si:39]([CH3:40])([CH3:42])[CH3:41])[C:28]=5[N:29]=[CH:30][N:31]=4)[CH:23]=[N:22]3)[CH2:7]2)[CH2:9][CH2:10]1. The yield is 1.00. (3) The reactants are C[O:2][C:3](=[O:39])[CH2:4][CH2:5][C:6]#[C:7][C:8]1[CH:13]=[CH:12][C:11]([C:14]([CH2:36][CH3:37])([C:17]2[CH:22]=[CH:21][C:20](/[CH:23]=[CH:24]/[C:25]([OH:34])([C:30]([F:33])([F:32])[F:31])[C:26]([F:29])([F:28])[F:27])=[C:19]([CH3:35])[CH:18]=2)[CH2:15][CH3:16])=[CH:10][C:9]=1[CH3:38].[OH-].[Na+].C(OCC)(=O)C. The catalyst is CO. The product is [CH2:15]([C:14]([C:11]1[CH:12]=[CH:13][C:8]([C:7]#[C:6][CH2:5][CH2:4][C:3]([OH:39])=[O:2])=[C:9]([CH3:38])[CH:10]=1)([C:17]1[CH:22]=[CH:21][C:20](/[CH:23]=[CH:24]/[C:25]([OH:34])([C:30]([F:31])([F:32])[F:33])[C:26]([F:29])([F:27])[F:28])=[C:19]([CH3:35])[CH:18]=1)[CH2:36][CH3:37])[CH3:16]. The yield is 0.620. (4) The reactants are [Br:1][C:2]1[CH:7]=[CH:6][C:5]([C:8]([CH3:12])([CH3:11])[CH:9]=[O:10])=[C:4]([F:13])[CH:3]=1.[BH4-].[Na+]. The catalyst is CO.O. The product is [Br:1][C:2]1[CH:7]=[CH:6][C:5]([C:8]([CH3:11])([CH3:12])[CH2:9][OH:10])=[C:4]([F:13])[CH:3]=1. The yield is 0.800. (5) The reactants are [Cl:1][C:2]1[C:3]([C:22]2[C:27]([CH3:28])=[CH:26][C:25]([CH3:29])=[CH:24][N:23]=2)=[CH:4][C:5]([CH:8]2[NH:17][CH2:16][C:15]3[C:10](=[N:11][CH2:12][N:13](S(C)=O)[CH:14]=3)[C:9]2=[O:21])=[N:6][CH:7]=1.[NH:30]1[CH2:35][CH2:34][CH:33]([OH:36])[CH2:32][CH2:31]1. The catalyst is C(O)(C)(C)C. The product is [Cl:1][C:2]1[C:3]([C:22]2[C:27]([CH3:28])=[CH:26][C:25]([CH3:29])=[CH:24][N:23]=2)=[CH:4][C:5]([CH:8]2[NH:17][CH2:16][C:15]3[C:10](=[N:11][CH2:12][N:13]([N:30]4[CH2:35][CH2:34][CH:33]([OH:36])[CH2:32][CH2:31]4)[CH:14]=3)[C:9]2=[O:21])=[N:6][CH:7]=1. The yield is 0.459. (6) The reactants are [F:1][C:2]1[CH:3]=[C:4]([N:9]2[C:14](=[O:15])[C:13]([CH3:16])=[C:12]([NH:17][C:18]3[CH:23]=[CH:22][CH:21]=[CH:20][CH:19]=3)[N:11]=[CH:10]2)[CH:5]=[CH:6][C:7]=1[OH:8].Cl[C:25]1[C:34]2[C:29](=[CH:30][C:31]([O:37][CH2:38][CH2:39][CH2:40][N:41]3[CH2:46][CH2:45][O:44][CH2:43][CH2:42]3)=[C:32]([O:35][CH3:36])[CH:33]=2)[N:28]=[CH:27][CH:26]=1. The catalyst is CN(C1C=CN=CC=1)C. The product is [F:1][C:2]1[CH:3]=[C:4]([N:9]2[C:14](=[O:15])[C:13]([CH3:16])=[C:12]([NH:17][C:18]3[CH:23]=[CH:22][CH:21]=[CH:20][CH:19]=3)[N:11]=[CH:10]2)[CH:5]=[CH:6][C:7]=1[O:8][C:25]1[C:34]2[C:29](=[CH:30][C:31]([O:37][CH2:38][CH2:39][CH2:40][N:41]3[CH2:42][CH2:43][O:44][CH2:45][CH2:46]3)=[C:32]([O:35][CH3:36])[CH:33]=2)[N:28]=[CH:27][CH:26]=1. The yield is 0.710.